Dataset: Full USPTO retrosynthesis dataset with 1.9M reactions from patents (1976-2016). Task: Predict the reactants needed to synthesize the given product. (1) The reactants are: [OH:1][CH2:2][C:3]#[C:4][CH:5]1[CH2:10][CH2:9][N:8]([C:11]([O:13][C:14]([CH3:17])([CH3:16])[CH3:15])=[O:12])[CH2:7][CH2:6]1.N1C2C(=CC=CC=2)C=CC=1. Given the product [OH:1][CH2:2]/[CH:3]=[CH:4]\[CH:5]1[CH2:10][CH2:9][N:8]([C:11]([O:13][C:14]([CH3:17])([CH3:16])[CH3:15])=[O:12])[CH2:7][CH2:6]1, predict the reactants needed to synthesize it. (2) Given the product [F:67][C:64]1[CH:63]=[CH:62][C:61]([CH2:60][N:59]2[CH2:58][CH:57]([CH3:68])[C:19]([OH:21])=[C:18]([C:12]3[NH:11][C:10]4[S:9][CH:8]=[C:7]([CH2:6][NH:5][S:2]([CH3:1])(=[O:3])=[O:4])[C:15]=4[S:14](=[O:16])(=[O:17])[N:13]=3)[C:39]2=[O:38])=[CH:66][CH:65]=1, predict the reactants needed to synthesize it. The reactants are: [CH3:1][S:2]([NH:5][CH2:6][C:7]1[C:15]2[S:14](=[O:17])(=[O:16])[N:13]=[C:12]([CH2:18][C:19]([OH:21])=O)[NH:11][C:10]=2[S:9][CH:8]=1)(=[O:4])=[O:3].F[P-](F)(F)(F)(F)F.N1([O:38][C:39](N(C)C)=[N+](C)C)C2N=CC=CC=2N=N1.CN1CCOCC1.C(OC(=O)[CH:57]([CH3:68])[CH2:58][NH:59][CH2:60][C:61]1[CH:66]=[CH:65][C:64]([F:67])=[CH:63][CH:62]=1)C.[O-]CC.[Na+].C(O)C. (3) Given the product [C:1]([C:3]1[CH:4]=[C:5]([CH:20]=[CH:21][CH:22]=1)[CH2:6][CH:7]1[CH2:8][CH2:9][N:10]([C:13]([O:15][C:16]([CH3:17])([CH3:18])[CH3:19])=[O:14])[CH2:11][CH2:12]1)#[N:2], predict the reactants needed to synthesize it. The reactants are: [C:1]([C:3]1[CH:4]=[C:5]([CH:20]=[CH:21][CH:22]=1)[CH:6]=[C:7]1[CH2:12][CH2:11][N:10]([C:13]([O:15][C:16]([CH3:19])([CH3:18])[CH3:17])=[O:14])[CH2:9][CH2:8]1)#[N:2]. (4) Given the product [CH3:1][C:2]1[C:3]([N:26]2[CH2:27][CH2:28][CH:29]([CH:32]([CH3:38])[C:33]([OH:35])=[O:34])[CH2:30][CH2:31]2)=[N:4][CH:5]=[C:6]([NH:8][C:9]([C:11]2[O:12][C:13]([NH:16][C:17]3[CH:22]=[C:21]([F:23])[C:20]([F:24])=[CH:19][C:18]=3[F:25])=[N:14][N:15]=2)=[O:10])[CH:7]=1, predict the reactants needed to synthesize it. The reactants are: [CH3:1][C:2]1[C:3]([N:26]2[CH2:31][CH2:30][CH:29]([CH:32]([CH3:38])[C:33]([O:35]CC)=[O:34])[CH2:28][CH2:27]2)=[N:4][CH:5]=[C:6]([NH:8][C:9]([C:11]2[O:12][C:13]([NH:16][C:17]3[CH:22]=[C:21]([F:23])[C:20]([F:24])=[CH:19][C:18]=3[F:25])=[N:14][N:15]=2)=[O:10])[CH:7]=1.C[Si](C)(C)[O-].[K+].O.Cl. (5) Given the product [I:1][C:9]1[C:8]2[C:12](=[CH:13][CH:14]=[C:6]([N+:3]([O-:5])=[O:4])[CH:7]=2)[NH:11][CH:10]=1, predict the reactants needed to synthesize it. The reactants are: [I:1]I.[N+:3]([C:6]1[CH:7]=[C:8]2[C:12](=[CH:13][CH:14]=1)[NH:11][CH:10]=[CH:9]2)([O-:5])=[O:4].[OH-].[K+].N.S(S([O-])=O)([O-])(=O)=O.[Na+].[Na+].